The task is: Predict the product of the given reaction.. This data is from Forward reaction prediction with 1.9M reactions from USPTO patents (1976-2016). (1) Given the reactants Cl[C:2]1[N:3]([C@H:24]2[CH2:28][CH2:27][N:26]([S:29]([CH3:32])(=[O:31])=[O:30])[CH2:25]2)[C:4]2[C:9]([N:10]=1)=[C:8]([N:11]1[CH2:16][CH2:15][O:14][CH2:13][CH2:12]1)[N:7]=[C:6]([C:17]1[CH:18]=[N:19][C:20]([NH2:23])=[N:21][CH:22]=1)[N:5]=2.[CH3:33][C@H:34]1[CH2:39][NH:38][CH2:37][C@@H:36]([CH3:40])[NH:35]1, predict the reaction product. The product is: [CH3:33][C@H:34]1[NH:35][C@@H:36]([CH3:40])[CH2:37][N:38]([C:2]2[N:3]([C@H:24]3[CH2:28][CH2:27][N:26]([S:29]([CH3:32])(=[O:30])=[O:31])[CH2:25]3)[C:4]3[C:9]([N:10]=2)=[C:8]([N:11]2[CH2:16][CH2:15][O:14][CH2:13][CH2:12]2)[N:7]=[C:6]([C:17]2[CH:22]=[N:21][C:20]([NH2:23])=[N:19][CH:18]=2)[N:5]=3)[CH2:39]1. (2) Given the reactants [CH3:1][O:2]C(Cl)Cl.[Sn](Cl)(Cl)(Cl)Cl.[S:11]1[CH:15]=[CH:14][CH:13]=[C:12]1[CH2:16][C:17]([O:19][CH3:20])=[O:18], predict the reaction product. The product is: [CH:1]([C:15]1[S:11][C:12]([CH2:16][C:17]([O:19][CH3:20])=[O:18])=[CH:13][CH:14]=1)=[O:2]. (3) Given the reactants C[O:2][C:3](=[O:26])[CH2:4][CH2:5][N:6]1[C:11]2[CH:12]=[C:13]([CH3:17])[CH:14]=[C:15]([CH3:16])[C:10]=2[O:9][CH:8]([CH2:18][C:19]2[CH:24]=[CH:23][CH:22]=[CH:21][CH:20]=2)[C:7]1=[O:25].[OH-].[Na+], predict the reaction product. The product is: [CH2:18]([CH:8]1[C:7](=[O:25])[N:6]([CH2:5][CH2:4][C:3]([OH:26])=[O:2])[C:11]2[CH:12]=[C:13]([CH3:17])[CH:14]=[C:15]([CH3:16])[C:10]=2[O:9]1)[C:19]1[CH:20]=[CH:21][CH:22]=[CH:23][CH:24]=1. (4) The product is: [N:5]([C:6]1[C:15]2[C:10](=[CH:11][CH:12]=[CH:13][CH:14]=2)[C:9]([C:16]#[N:17])=[CH:8][CH:7]=1)=[C:1]=[S:2]. Given the reactants [C:1](Cl)(Cl)=[S:2].[NH2:5][C:6]1[C:15]2[C:10](=[CH:11][CH:12]=[CH:13][CH:14]=2)[C:9]([C:16]#[N:17])=[CH:8][CH:7]=1, predict the reaction product. (5) Given the reactants O(CCSCC1C=CC(C2C=CC=C(C(O)=O)C=2)=CC=1)C1C=CC=CC=1.C([O:29][C:30]([C:32]1[CH:33]=[C:34]([C:38]2[CH:43]=[CH:42][CH:41]=[C:40]([CH2:44][S:45][CH2:46][CH2:47][O:48][C:49]3[CH:54]=[CH:53][CH:52]=[CH:51][CH:50]=3)[CH:39]=2)[CH:35]=[CH:36][CH:37]=1)=[O:31])C.[OH-].[Li+], predict the reaction product. The product is: [O:48]([CH2:47][CH2:46][S:45][CH2:44][C:40]1[CH:39]=[C:38]([C:34]2[CH:35]=[CH:36][CH:37]=[C:32]([C:30]([OH:31])=[O:29])[CH:33]=2)[CH:43]=[CH:42][CH:41]=1)[C:49]1[CH:50]=[CH:51][CH:52]=[CH:53][CH:54]=1. (6) Given the reactants Br[C:2]1[CH:14]=[CH:13][C:5]2[N:6]=[C:7]([NH:9][C:10](=[O:12])[CH3:11])[S:8][C:4]=2[CH:3]=1.CC1(C)C(C)(C)OB([C:23]2[CH:28]=[CH:27][C:26]([NH:29][C:30](=[O:32])[CH3:31])=[CH:25][CH:24]=2)O1, predict the reaction product. The product is: [C:10]([NH:9][C:7]1[S:8][C:4]2[CH:3]=[C:2]([C:23]3[CH:28]=[CH:27][C:26]([NH:29][C:30](=[O:32])[CH3:31])=[CH:25][CH:24]=3)[CH:14]=[CH:13][C:5]=2[N:6]=1)(=[O:12])[CH3:11]. (7) Given the reactants [N:1]([CH2:4][CH:5]([CH2:14][C:15]1[CH:20]=[CH:19][CH:18]=[CH:17][CH:16]=1)[O:6][CH2:7][C:8]1[CH:13]=[CH:12][CH:11]=[CH:10][CH:9]=1)=[N+]=[N-].CP(C)C, predict the reaction product. The product is: [CH2:7]([O:6][CH:5]([CH2:14][C:15]1[CH:20]=[CH:19][CH:18]=[CH:17][CH:16]=1)[CH2:4][NH2:1])[C:8]1[CH:9]=[CH:10][CH:11]=[CH:12][CH:13]=1. (8) Given the reactants [CH3:1][O:2][C:3]1[C:4]([NH:14][C:15](=[O:19])OCC)=[N:5][C:6]2[C:11]([N:12]=1)=[CH:10][C:9]([CH3:13])=[CH:8][CH:7]=2.[CH3:20][O:21][C:22]1[CH:27]=[CH:26][C:25]([N:28]2[CH2:33][CH2:32][NH:31][CH2:30][CH2:29]2)=[CH:24][CH:23]=1, predict the reaction product. The product is: [CH3:1][O:2][C:3]1[C:4]([NH:14][C:15]([N:31]2[CH2:30][CH2:29][N:28]([C:25]3[CH:24]=[CH:23][C:22]([O:21][CH3:20])=[CH:27][CH:26]=3)[CH2:33][CH2:32]2)=[O:19])=[N:5][C:6]2[C:11]([N:12]=1)=[CH:10][C:9]([CH3:13])=[CH:8][CH:7]=2.